From a dataset of Forward reaction prediction with 1.9M reactions from USPTO patents (1976-2016). Predict the product of the given reaction. (1) Given the reactants ClC1C=[C:4]([CH:9]=[CH:10]C=1)[C:5]([O:7]O)=O.[C:12]([N:19]1CC=CC[CH2:20]1)([O:14][C:15]([CH3:18])([CH3:17])[CH3:16])=[O:13], predict the reaction product. The product is: [CH:5]12[O:7][CH:4]1[CH2:9][CH2:10][N:19]([C:12]([O:14][C:15]([CH3:18])([CH3:17])[CH3:16])=[O:13])[CH2:20]2. (2) Given the reactants Cl[C:2]1[N:7]2[N:8]=[C:9]([C:11]3[CH:16]=[CH:15][CH:14]=[CH:13][CH:12]=3)[CH:10]=[C:6]2[N:5]=[C:4]([CH3:17])[C:3]=1[CH:18]([CH2:23][CH2:24][CH3:25])[C:19]([O:21][CH3:22])=[O:20].B(O)(O)[C:27]1[CH:28]=[CH:29][C:30]([CH3:33])=[CH:31][CH:32]=1.C(N(C(C)C)CC)(C)C, predict the reaction product. The product is: [CH3:17][C:4]1[C:3]([CH:18]([CH2:23][CH2:24][CH3:25])[C:19]([O:21][CH3:22])=[O:20])=[C:2]([C:27]2[CH:32]=[CH:31][C:30]([CH3:33])=[CH:29][CH:28]=2)[N:7]2[N:8]=[C:9]([C:11]3[CH:16]=[CH:15][CH:14]=[CH:13][CH:12]=3)[CH:10]=[C:6]2[N:5]=1. (3) Given the reactants [CH2:1]([NH:3][C:4]1[CH:9]=[C:8]([C:10]2[CH:14]=[CH:13][O:12][CH:11]=2)[CH:7]=[CH:6][C:5]=1[CH3:15])[CH3:2].[Cl:16][C:17]1[CH:22]=[CH:21][C:20]([NH:23][C:24](=[O:31])[CH2:25][CH2:26][CH2:27][C:28]([OH:30])=O)=[C:19]([C:32]([O:34]C)=[O:33])[CH:18]=1, predict the reaction product. The product is: [Cl:16][C:17]1[CH:22]=[CH:21][C:20]([NH:23][C:24](=[O:31])[CH2:25][CH2:26][CH2:27][C:28]([N:3]([CH2:1][CH3:2])[C:4]2[CH:9]=[C:8]([C:10]3[CH:14]=[CH:13][O:12][CH:11]=3)[CH:7]=[CH:6][C:5]=2[CH3:15])=[O:30])=[C:19]([CH:18]=1)[C:32]([OH:34])=[O:33].